From a dataset of Drug-target binding data from BindingDB using IC50 measurements. Regression. Given a target protein amino acid sequence and a drug SMILES string, predict the binding affinity score between them. We predict pIC50 (pIC50 = -log10(IC50 in M); higher means more potent). Dataset: bindingdb_ic50. (1) The small molecule is NC(=O)c1cccc(NC(=O)/C=C\C(=O)N2CCCCC2c2ccccc2)c1. The target protein (Q460N5) has sequence MAVPGSFPLLVEGSWGPDPPKNLNTKLQMYFQSPKRSGGGECEVRQDPRSPSRFLVFFYPEDVRQKVLERKNHELVWQGKGTFKLTVQLPATPDEIDHVFEEELLTKESKTKEDVKEPDVSEELDTKLPLDGGLDKMEDIPEECENISSLVAFENLKANVTDIMLILLVENISGLSNDDFQVEIIRDFDVAVVTFQKHIDTIRFVDDCTKHHSIKQLQLSPRLLEVTNTIRVENLPPGADDYSLKLFFENPYNGGGRVANVEYFPEESSALIEFFDRKVLDTIMATKLDFNKMPLSVFPYYASLGTALYGKEKPLIKLPAPFEESLDLPLWKFLQKKNHLIEEINDEMRRCHCELTWSQLSGKVTIRPAATLVNEGRPRIKTWQADTSTTLSSIRSKYKVNPIKVDPTMWDTIKNDVKDDRILIEFDTLKEMVILAGKSEDVQSIEVQVRELIESTTQKIKREEQSLKEKMIISPGRYFLLCHSSLLDHLLTECPEIEIC.... The pIC50 is 6.0. (2) The small molecule is CN1CCN2CC(c3ccccc3)c3ccccc3C2C1. The pIC50 is 6.4. The target protein (P08911) has sequence MEGESYNESTVNGTPVNHQALERHGLWEVITIAVVTAVVSLMTIVGNVLVMISFKVNSQLKTVNNYYLLSLACADLIIGIFSMNLYTTYILMGRWVLGSLACDLWLALDYVASNASVMNLLVISFDRYFSITRPLTYRAKRTPKRAGIMIGLAWLVSFILWAPAILCWQYLVGKRTVPPDECQIQFLSEPTITFGTAIAAFYIPVSVMTILYCRIYRETEKRTKDLADLQGSDSVAEAKKREPAQRTLLRSFFSCPRPSLAQRERNQASWSSSRRSTSTTGKTTQATDLSADWEKAEQVTTCSSYPSSEDEAKPTTDPVFQMVYKSEAKESPGKESNTQETKETVVNTRTENSDYDTPKYFLSPAAAHRLKSQKCVAYKFRLVVKADGTQETNNGCRKVKIMPCSFPVSKDPSTKGPDPNLSHQMTKRKRMVLVKERKAAQTLSAILLAFIITWTPYNIMVLVSTFCDKCVPVTLWHLGYWLCYVNSTINPICYALCNRT.... (3) The drug is CCOC(=O)c1c(C)n(Cc2ccccc2)c2ccc(OCC(O)CN3CCOCC3)cc12. The target protein (P0A0J7) has sequence MNKQIFVLYFNIFLIFLGIGLVIPVLPVYLKDLGLTGSDLGLLVAAFALSQMIISPFGGTLADKLGKKLIICIGLILFSVSEFMFAVGHNFSVLMLSRVIGGMSAGMVMPGVTGLIADISPSHQKAKNFGYMSAIINSGFILGPGIGGFMAEVSHRMPFYFAGALGILAFIMSIVLIHDPKKSTTSGFQKLEPQLLTKINWKVFITPVILTLVLSFGLSAFETLYSLYTADKVNYSPKDISIAITGGGIFGALFQIYFFDKFMKYFSELTFIAWSLLYSVVVLILLVFANGYWSIMLISFVVFIGFDMIRPAITNYFSNIAGERQGFAGGLNSTFTSMGNFIGPLIAGALFDVHIEAPIYMAIGVSLAGVVIVLIEKQHRAKLKEQNM. The pIC50 is 4.8. (4) The small molecule is [N-]=[N+]=NC[C@H]1O[C@@H](n2c(SCC(=O)NCCCc3ccccc3)nc3c(N)ncnc32)[C@H](O)[C@@H]1O. The target protein (Q5HH78) has sequence MRYTILTKGDSKSNALKHKMMNYMKDFRMIEDSENPEIVISVGGDGTLLQAFHQYSHMLSKVAFVGVHTGHLGFYADWLPHEVEKLIIEINNSEFQVIEYPLLEIIMRYNDNGYETRYLALNEATMKTENGSTLVVDVNLRGKHFERFRGDGLCVSTPSGSTAYNKALGGALIHPSLEAMQITEIASINNRVFRTVGSPLVLPKHHTCLISPVNHDTIRMTIDHVSIKHKNVNSIQYRVANEKVRFARFRPFPFWKRVHDSFISSDEER. The pIC50 is 3.4. (5) The compound is CC(=O)N[C@@H]1[C@@H](O)C=C(C(=O)O)O[C@H]1[C@H](O)[C@H](O)Cn1cc(CCO)nn1. The target protein (Q9UQ49) has sequence MEEVTTCSFNSPLFRQEDDRGITYRIPALLYIPPTHTFLAFAEKRSTRRDEDALHLVLRRGLRIGQLVQWGPLKPLMEATLPGHRTMNPCPVWEQKSGCVFLFFICVRGHVTERQQIVSGRNAARLCFIYSQDAGCSWSEVRDLTEEVIGSELKHWATFAVGPGHGIQLQSGRLVIPAYTYYIPSWFFCFQLPCKTRPHSLMIYSDDLGVTWHHGRLIRPMVTVECEVAEVTGRAGHPVLYCSARTPNRCRAEALSTDHGEGFQRLALSRQLCEPPHGCQGSVVSFRPLEIPHRCQDSSSKDAPTIQQSSPGSSLRLEEEAGTPSESWLLYSHPTSRKQRVDLGIYLNQTPLEAACWSRPWILHCGPCGYSDLAALEEEGLFGCLFECGTKQECEQIAFRLFTHREILSHLQGDCTSPGRNPSQFKSN. The pIC50 is 3.4. (6) The small molecule is CC(C)COC(=O)Nc1nnc(S(N)(=O)=O)s1. The target protein (P18915) has sequence MITLLFLLVVGAQAQHEWTYSEGVLDEKHWRLQYPDCGGTRQSPIDLKMKKVRYNPSLRALNLTGYGLRQGEFPMTNNGHTVQISLPSSMRMTTSDGSQYLAKQMHFHWGGDSSEISGSEHTVDGMRYIIEIHVVHYHSKYGSYEEAQNEPDGLAVLAALVEVKDYAENTYYSNFISHLEDIRYAGQSTVLRDLDIQDMLPGDLRYYYSYLGSLTTPSCTENVHWFVVADTVKLSKTQIEKLENSLLNHQNETIQNNYRSTQPLNHRVVEANFVSHPHQEYTLGSKLHFYLNNIDQNLEYLRRFIEQKITKRKKEKYWP. The pIC50 is 6.2. (7) The compound is Cc1cccc2nc(Cn3c(=O)n(C[C@H]4CC[C@H](C(=O)NCc5ccccc5)CC4)c(=O)c4ccccc43)cc(=O)n12. The target protein (P21552) has sequence MNVPLGGIWLWLPLLLTWLTPEVSSSWWYMRATGGSSRVMCDNVPGLVSRQRQLCHRHPDVMRAIGLGVAEWTAECQHQFRQHRWNCNTLDRDHSLFGRVLLRSSRESAFVYAISSAGVVFAITRACSQGELKSCSCDPKKKGSAKDSKGTFDWGGCSDNIDYGIKFARAFVDAKERKGKDARALMNLHNNRAGRKAVKRFLKQECKCHGVSGSCTLRTCWLAMADFRKTGDYLWRKYNGAIQVVMNQDGTGFTVANKRFKKPTKNDLVYFENSPDYCIRDREAGSLGTAGRVCNLTSRGMDSCEVMCCGRGYDTSHVTRMTKCECKFHWCCAVRCQDCLEALDVHTCKAPKSADWATPT. The pIC50 is 7.4.